This data is from Full USPTO retrosynthesis dataset with 1.9M reactions from patents (1976-2016). The task is: Predict the reactants needed to synthesize the given product. (1) Given the product [CH3:51][N:49]([CH3:50])[C:48]([C:45]1[CH:46]=[CH:47][C:42]([O:41][C:39]2[C:33]3[CH2:34][C:35]([CH3:38])([CH3:37])[O:36][C:32]=3[CH:31]=[C:30]([C:28]([OH:29])=[O:27])[CH:40]=2)=[CH:43][C:44]=1[F:53])=[O:52], predict the reactants needed to synthesize it. The reactants are: CS(C1C=CC(OC2C3CC(C)(C)OC=3C=C(C(O)=O)C=2)=CC=1)(=O)=O.C[O:27][C:28]([C:30]1[CH:40]=[C:39]([O:41][C:42]2[CH:47]=[CH:46][C:45]([C:48](=[O:52])[N:49]([CH3:51])[CH3:50])=[C:44]([F:53])[CH:43]=2)[C:33]2[CH2:34][C:35]([CH3:38])([CH3:37])[O:36][C:32]=2[CH:31]=1)=[O:29]. (2) Given the product [Cl:2][C:3]1[C:11]([CH3:12])=[N:10][C:9]2[N:5]([N:6]=[C:7]3[C:15]([CH3:16])([CH3:17])[N:14]([C:18]([C:20]4[CH:25]=[CH:24][CH:23]=[CH:22][C:21]=4[O:26][CH:27]4[CH2:28][CH2:29][N:30]([CH3:36])[CH2:31][CH2:32]4)=[O:19])[CH2:13][C:8]3=2)[C:4]=1[CH3:33], predict the reactants needed to synthesize it. The reactants are: Cl.[Cl:2][C:3]1[C:11]([CH3:12])=[N:10][C:9]2[N:5]([N:6]=[C:7]3[C:15]([CH3:17])([CH3:16])[N:14]([C:18]([C:20]4[CH:25]=[CH:24][CH:23]=[CH:22][C:21]=4[O:26][CH:27]4[CH2:32][CH2:31][NH:30][CH2:29][CH2:28]4)=[O:19])[CH2:13][C:8]3=2)[C:4]=1[CH3:33].C=O.[C:36](O[BH-](OC(=O)C)OC(=O)C)(=O)C.[Na+].CC(O)=O.[OH-].[Na+].